From a dataset of Catalyst prediction with 721,799 reactions and 888 catalyst types from USPTO. Predict which catalyst facilitates the given reaction. (1) Reactant: [F:1][C:2]1[CH:7]=[C:6]([F:8])[CH:5]=[CH:4][C:3]=1[C:9]1([CH2:15][CH3:16])[O:13][CH2:12][CH:11]([OH:14])[CH2:10]1.N12CCC(CC1)[CH2:19]N2.Cl[C:26]1[CH:31]=[CH:30][C:29]([S:32](Cl)(=[O:34])=[O:33])=[CH:28][CH:27]=1.[OH-].[Na+].S(Cl)(Cl)(=O)=O. Product: [C:29]1([S:32]([O:14][CH:11]2[CH2:10][C:9]([C:3]3[CH:4]=[CH:5][C:6]([F:8])=[CH:7][C:2]=3[F:1])([CH2:15][CH2:16][CH3:19])[O:13][CH2:12]2)(=[O:34])=[O:33])[CH:30]=[CH:31][CH:26]=[CH:27][CH:28]=1. The catalyst class is: 207. (2) Reactant: [F:1][C:2]1[CH:7]=[CH:6][C:5]([CH2:8][C:9]#[N:10])=[CH:4][CH:3]=1.Br[C:12]1[CH:17]=[CH:16][C:15]([CH3:18])=[CH:14][N:13]=1.CC1C=CC(S([O-])=O)=CC=1.[Na+].[H-].[Na+]. Product: [C:9]([CH:8]([C:12]1[CH:17]=[CH:16][C:15]([CH3:18])=[CH:14][N:13]=1)[C:5]1[CH:6]=[CH:7][C:2]([F:1])=[CH:3][CH:4]=1)#[N:10]. The catalyst class is: 20. (3) Reactant: C([O:3][C:4]([C:6]1[CH:7]=[N:8][C:9]2[C:14]([CH:15]=1)=[C:13]([Br:16])[CH:12]=[N:11][CH:10]=2)=[O:5])C.O1CCOCC1.[OH-].[Li+]. Product: [Br:16][C:13]1[CH:12]=[N:11][CH:10]=[C:9]2[C:14]=1[CH:15]=[C:6]([C:4]([OH:5])=[O:3])[CH:7]=[N:8]2. The catalyst class is: 6. (4) Reactant: [OH-].[Na+].C([O:5][C:6](=[O:13])[CH:7]([C:11]#[N:12])[CH:8]1[CH2:10][CH2:9]1)C. Product: [C:11]([CH:7]([CH:8]1[CH2:10][CH2:9]1)[C:6]([OH:13])=[O:5])#[N:12]. The catalyst class is: 1.